This data is from Reaction yield outcomes from USPTO patents with 853,638 reactions. The task is: Predict the reaction yield, written as a fraction of the theoretical maximum amount of product (1.0 means a 100% yield; for example, 0.34 means a 34% yield). (1) The reactants are Cl.[C:2]([O:18][CH3:19])(=[O:17])/[CH:3]=[CH:4]/[C:5]([O:7][CH2:8][C:9](=[O:16])[N:10]1[CH2:15][CH2:14][NH:13][CH2:12][CH2:11]1)=[O:6].[C:20](Cl)(=[O:22])[CH3:21].C(N(C(C)C)CC)(C)C. The catalyst is ClCCl. The product is [C:5]([O:7][CH2:8][C:9]([N:10]1[CH2:15][CH2:14][N:13]([C:20](=[O:22])[CH3:21])[CH2:12][CH2:11]1)=[O:16])(=[O:6])/[CH:4]=[CH:3]/[C:2]([O:18][CH3:19])=[O:17]. The yield is 0.540. (2) The reactants are C(OC([NH:11][C:12](=[C:17]1[CH2:22][CH2:21][O:20][CH2:19][CH2:18]1)[C:13]([O:15][CH3:16])=[O:14])=O)C1C=CC=CC=1. The catalyst is CO.[C].[Pd]. The product is [NH2:11][CH:12]([CH:17]1[CH2:18][CH2:19][O:20][CH2:21][CH2:22]1)[C:13]([O:15][CH3:16])=[O:14]. The yield is 0.970. (3) The reactants are [CH:1]([C:4]1[CH:9]=[C:8]([CH:10]([CH3:12])[CH3:11])[CH:7]=[C:6]([CH:13]([CH3:15])[CH3:14])[C:5]=1[C:16]1[CH:21]=[CH:20][CH:19]=[CH:18][C:17]=1[PH:22](=O)OCC)([CH3:3])[CH3:2].[H-].[Al+3].[Li+].[H-].[H-].[H-].Cl[Si](C)(C)C.[PH2](=O)[O-].Cl. The catalyst is CCOC(C)=O.C1COCC1. The product is [CH:1]([C:4]1[CH:9]=[C:8]([CH:10]([CH3:11])[CH3:12])[CH:7]=[C:6]([CH:13]([CH3:14])[CH3:15])[C:5]=1[C:16]1[CH:21]=[CH:20][CH:19]=[CH:18][C:17]=1[PH2:22])([CH3:2])[CH3:3]. The yield is 0.990. (4) The reactants are [CH:1]1([NH2:8])[CH2:6][CH2:5][CH:4]([NH2:7])[CH2:3][CH2:2]1.[C:9](#[N:12])[CH:10]=[CH2:11]. The catalyst is C(O)C. The product is [C:9]([CH2:10][CH2:11][NH:7][CH:4]1[CH2:5][CH2:6][CH:1]([NH:8][CH2:2][CH2:3][C:4]#[N:7])[CH2:2][CH2:3]1)#[N:12]. The yield is 0.928.